From a dataset of Full USPTO retrosynthesis dataset with 1.9M reactions from patents (1976-2016). Predict the reactants needed to synthesize the given product. (1) Given the product [F:25][C:26]1[CH:32]=[C:31]([CH3:33])[C:30]([OH:34])=[CH:29][C:27]=1[NH:28][C:3]1[C:12]2[C:7](=[CH:8][C:9]([O:15][CH2:16][CH2:17][CH2:18][N:19]3[CH2:24][CH2:23][O:22][CH2:21][CH2:20]3)=[C:10]([O:13][CH3:14])[CH:11]=2)[N:6]=[N:5][CH:4]=1, predict the reactants needed to synthesize it. The reactants are: Cl.Cl[C:3]1[C:12]2[C:7](=[CH:8][C:9]([O:15][CH2:16][CH2:17][CH2:18][N:19]3[CH2:24][CH2:23][O:22][CH2:21][CH2:20]3)=[C:10]([O:13][CH3:14])[CH:11]=2)[N:6]=[N:5][CH:4]=1.[F:25][C:26]1[CH:32]=[C:31]([CH3:33])[C:30]([OH:34])=[CH:29][C:27]=1[NH2:28].Cl. (2) Given the product [Cl:1][C:2]1[CH:7]=[CH:6][CH:5]=[C:4]([F:8])[C:3]=1[C:9]1[C:13]([C:14]#[N:15])=[C:12](/[CH:16]=[CH:22]/[N:23]([CH3:25])[CH3:24])[O:11][N:10]=1, predict the reactants needed to synthesize it. The reactants are: [Cl:1][C:2]1[CH:7]=[CH:6][CH:5]=[C:4]([F:8])[C:3]=1[C:9]1[C:13]([C:14]#[N:15])=[C:12]([CH3:16])[O:11][N:10]=1.C(O[CH:22](N(C)C)[N:23]([CH3:25])[CH3:24])(C)(C)C. (3) Given the product [CH3:41][O:40][C:38]1[CH:39]=[C:34]([NH:33][CH:26]([C:27]2[CH:32]=[CH:31][CH:30]=[CH:29][CH:28]=2)[C:8]([C:10]2[C:18]3[C:13](=[CH:14][CH:15]=[CH:16][CH:17]=3)[NH:12][CH:11]=2)=[O:9])[CH:35]=[N:36][C:37]=1[O:42][CH3:43], predict the reactants needed to synthesize it. The reactants are: C(N(CC)CC)C.[CH:8]([C:10]1[C:18]2[C:13](=[CH:14][CH:15]=[CH:16][CH:17]=2)[N:12](C(OC(C)(C)C)=O)[CH:11]=1)=[O:9].[CH:26](=[N:33][C:34]1[CH:35]=[N:36][C:37]([O:42][CH3:43])=[C:38]([O:40][CH3:41])[CH:39]=1)[C:27]1[CH:32]=[CH:31][CH:30]=[CH:29][CH:28]=1. (4) The reactants are: [CH3:1][C:2]1[O:6][N:5]=[C:4]([NH2:7])[CH:3]=1.ClC(OC1C=CC([N+]([O-])=O)=CC=1)=O.[C:21](=[O:24])([O-])[NH2:22].[CH:25]1([N:28]([CH:47]2[CH2:49][CH2:48]2)[C:29]2[CH:34]=[CH:33][C:32]([C:35]3[CH:40]=[CH:39][CH:38]=[CH:37][C:36]=3[C:41]3[NH:45][N:44]=[N:43][N:42]=3)=[CH:31][C:30]=2N)[CH2:27][CH2:26]1.C(N(CC)CC)C. Given the product [CH:47]1([N:28]([CH:25]2[CH2:27][CH2:26]2)[C:29]2[CH:30]=[CH:31][C:32]([C:35]3[CH:40]=[CH:39][CH:38]=[CH:37][C:36]=3[C:41]3[NH:45][N:44]=[N:43][N:42]=3)=[CH:33][C:34]=2[NH:22][C:21]([NH:7][C:4]2[CH:3]=[C:2]([CH3:1])[O:6][N:5]=2)=[O:24])[CH2:49][CH2:48]1, predict the reactants needed to synthesize it. (5) Given the product [C:6]([C:5]1[CH:8]=[CH:9][C:2]([B:16]([OH:17])[OH:15])=[CH:3][C:4]=1[O:10][CH3:11])#[N:7], predict the reactants needed to synthesize it. The reactants are: Br[C:2]1[CH:9]=[CH:8][C:5]([C:6]#[N:7])=[C:4]([O:10][CH3:11])[CH:3]=1.C([O:15][B:16](OC(C)C)[O:17]C(C)C)(C)C.C([Li])CCC.Cl. (6) Given the product [CH3:1][O:2][CH2:3][C@H:4]([NH:5][CH2:13][C:14]1[CH:23]=[CH:22][C:17]([C:18]([O:20][CH3:21])=[O:19])=[CH:16][CH:15]=1)[C:6]1[CH:11]=[CH:10][CH:9]=[CH:8][CH:7]=1, predict the reactants needed to synthesize it. The reactants are: [CH3:1][O:2][CH2:3][C@@H:4]([C:6]1[CH:11]=[CH:10][CH:9]=[CH:8][CH:7]=1)[NH2:5].Br[CH2:13][C:14]1[CH:23]=[CH:22][C:17]([C:18]([O:20][CH3:21])=[O:19])=[CH:16][CH:15]=1.C([O-])([O-])=O.[K+].[K+]. (7) Given the product [F:31][C:2]([F:1])([F:30])[C:3]([NH:5][C:6]1[CH:7]=[N:8][C:9]([S:16](=[O:28])(=[O:29])[NH:17][C:18]2[CH:19]=[CH:20][C:21]3[CH2:25][O:24][B:23]([OH:26])[C:22]=3[CH:27]=2)=[C:10]([C:12]2[N:15]=[C:32]([CH3:33])[O:14][N:13]=2)[CH:11]=1)=[O:4], predict the reactants needed to synthesize it. The reactants are: [F:1][C:2]([F:31])([F:30])[C:3]([NH:5][C:6]1[CH:7]=[N:8][C:9]([S:16](=[O:29])(=[O:28])[NH:17][C:18]2[CH:19]=[CH:20][C:21]3[CH2:25][O:24][B:23]([OH:26])[C:22]=3[CH:27]=2)=[C:10]([C:12](=[NH:15])[NH:13][OH:14])[CH:11]=1)=[O:4].[C:32](OC(=O)C)(=O)[CH3:33]. (8) Given the product [Cl:6][C:7]1[CH:12]=[CH:11][CH:10]=[C:9]([F:13])[C:8]=1[C:14]1[N:18]=[C:17]([C:19]2[CH:23]=[C:22]([C:24]3[CH:29]=[CH:28][C:27]([O:30][C:31]([F:34])([F:33])[F:32])=[CH:26][CH:25]=3)[S:21][C:20]=2[CH3:1])[N:16]([CH3:36])[N:15]=1, predict the reactants needed to synthesize it. The reactants are: [CH2:1]([Li])CCC.[Cl:6][C:7]1[CH:12]=[CH:11][CH:10]=[C:9]([F:13])[C:8]=1[C:14]1[N:18]=[C:17]([C:19]2[CH:23]=[C:22]([C:24]3[CH:29]=[CH:28][C:27]([O:30][C:31]([F:34])([F:33])[F:32])=[CH:26][CH:25]=3)[S:21][C:20]=2Br)[N:16]([CH3:36])[N:15]=1.IC.[Cl-].[NH4+]. (9) Given the product [C:33]([O:36][CH:37]1[CH:18]([O:17][CH2:16][C:19]2[CH:20]=[CH:21][CH:22]=[CH:23][CH:24]=2)[CH:13]([O:12][C:11](=[O:25])[CH3:10])[CH:14]([CH2:9][O:8][C:1](=[O:40])[CH3:2])[O:15][CH:38]1[O:47][C:45](=[O:46])[CH3:44])(=[O:35])[CH3:34], predict the reactants needed to synthesize it. The reactants are: [CH2:1]([O:8][CH:9]1[CH:14]2[O:15][CH:16]([C:19]3[CH:24]=[CH:23][CH:22]=[CH:21][CH:20]=3)[O:17][CH2:18][CH:13]2[O:12][CH:11]([O:25]C)[CH:10]1O)[C:2]1C=CC=CC=1.OS(O)(=O)=O.[C:33]([O:36][CH2:37][CH3:38])(=[O:35])[CH3:34].C([O-])(O)=[O:40].[Na+].[CH3:44][C:45]([O:47]C(C)=O)=[O:46].